Dataset: Full USPTO retrosynthesis dataset with 1.9M reactions from patents (1976-2016). Task: Predict the reactants needed to synthesize the given product. (1) Given the product [NH2:29][C:26]1[N:27]=[CH:28][C:23]([C:21]#[C:20][C:16]2[CH:15]=[C:14]([NH:13][C:11]([NH:10][C:7]3[CH:6]=[C:5]([C:1]([CH3:4])([CH3:3])[CH3:2])[O:9][N:8]=3)=[O:12])[CH:19]=[CH:18][CH:17]=2)=[N:24][CH:25]=1, predict the reactants needed to synthesize it. The reactants are: [C:1]([C:5]1[O:9][N:8]=[C:7]([NH:10][C:11]([NH:13][C:14]2[CH:19]=[CH:18][CH:17]=[C:16]([C:20]#[CH:21])[CH:15]=2)=[O:12])[CH:6]=1)([CH3:4])([CH3:3])[CH3:2].Br[C:23]1[N:24]=[CH:25][C:26]([NH2:29])=[N:27][CH:28]=1. (2) The reactants are: [N+](CCCC)(CCCC)(CCCC)CCCC.[F-].[N:19]1([C:25]2[C:33]3[C:28](=[CH:29][CH:30]=[CH:31][CH:32]=3)[N:27]([Si](C(C)C)(C(C)C)C(C)C)[CH:26]=2)[CH2:24][CH2:23][CH2:22][CH2:21][CH2:20]1. Given the product [N:19]1([C:25]2[C:33]3[C:28](=[CH:29][CH:30]=[CH:31][CH:32]=3)[NH:27][CH:26]=2)[CH2:20][CH2:21][CH2:22][CH2:23][CH2:24]1, predict the reactants needed to synthesize it. (3) Given the product [OH:38][CH2:36][CH2:37][N:32]([CH2:33][CH2:34][OH:35])[CH2:31][CH2:30][NH:29][C:21](=[O:22])[CH2:20][N:10]1[C:11]([C:13]2[CH:18]=[CH:17][CH:16]=[CH:15][C:14]=2[OH:19])=[N:12][C:8]([C:3]2[CH:4]=[CH:5][CH:6]=[CH:7][C:2]=2[OH:1])=[N:9]1, predict the reactants needed to synthesize it. The reactants are: [OH:1][C:2]1[CH:7]=[CH:6][CH:5]=[CH:4][C:3]=1[C:8]1[N:12]=[C:11]([C:13]2[CH:18]=[CH:17][CH:16]=[CH:15][C:14]=2[OH:19])[N:10]([CH2:20][C:21](OCC)=[O:22])[N:9]=1.OCC[NH:29][CH2:30][CH2:31][NH:32][CH2:33][CH2:34][OH:35].[CH2:36]([OH:38])[CH3:37]. (4) Given the product [OH:25][CH2:26][C:27]([NH:30][S:31]([C:34]1[S:38][C:37]([NH:39][C:22]([C:21]2[CH:20]=[N:19][N:12]3[C:13]([C:15]([F:17])([F:18])[F:16])=[CH:14][C:9]([C:4]4[CH:5]=[CH:6][C:7]([Cl:8])=[C:2]([Cl:1])[CH:3]=4)=[N:10][C:11]=23)=[O:24])=[N:36][C:35]=1[CH3:40])(=[O:33])=[O:32])([CH3:29])[CH3:28], predict the reactants needed to synthesize it. The reactants are: [Cl:1][C:2]1[CH:3]=[C:4]([C:9]2[CH:14]=[C:13]([C:15]([F:18])([F:17])[F:16])[N:12]3[N:19]=[CH:20][C:21]([C:22]([OH:24])=O)=[C:11]3[N:10]=2)[CH:5]=[CH:6][C:7]=1[Cl:8].[OH:25][CH2:26][C:27]([NH:30][S:31]([C:34]1[S:38][C:37]([NH2:39])=[N:36][C:35]=1[CH3:40])(=[O:33])=[O:32])([CH3:29])[CH3:28].